Dataset: Reaction yield outcomes from USPTO patents with 853,638 reactions. Task: Predict the reaction yield, written as a fraction of the theoretical maximum amount of product (1.0 means a 100% yield; for example, 0.34 means a 34% yield). (1) The reactants are [N:1]1[C:2]([CH2:10][N:11]([CH3:22])[C@@H:12]2[C:21]3[N:20]=[CH:19][CH:18]=[CH:17][C:16]=3[CH2:15][CH2:14][CH2:13]2)=[CH:3][N:4]2[CH:9]=[CH:8][CH:7]=[CH:6][C:5]=12.CNCC#N.[CH3:28][N:29]([CH2:40]C1N=C2C=CC=C[N:38]2[C:39]=1[CH2:30][N:29]1[CH2:40]COC[CH2:28]1)[C@@H:30]1[C:39]2[N:38]=CC=CC=2CCC1. No catalyst specified. The product is [CH3:28][N:29]([CH2:30][C:39]#[N:38])[CH2:40][C:3]1[N:4]2[CH:9]=[CH:8][CH:7]=[CH:6][C:5]2=[N:1][C:2]=1[CH2:10][N:11]([CH3:22])[C@@H:12]1[C:21]2[N:20]=[CH:19][CH:18]=[CH:17][C:16]=2[CH2:15][CH2:14][CH2:13]1. The yield is 0.800. (2) The reactants are [N:1]1([C:7]2[C:8]3[S:28][C:27]([CH2:29][N:30]4[CH2:35][CH2:34][N:33]([C:36]([CH3:41])([CH3:40])[C:37]([NH2:39])=[O:38])[CH2:32][CH2:31]4)=[CH:26][C:9]=3[N:10]=[C:11]([Sn](CCCC)(CCCC)CCCC)[N:12]=2)[CH2:6][CH2:5][O:4][CH2:3][CH2:2]1.C(OC([N:49]1[C:53]2=[CH:54][N:55]=[CH:56][CH:57]=[C:52]2[C:51](Br)=[CH:50]1)=O)(C)(C)C. The catalyst is S1C=CC=C1C([O-])=O.[Cu+].C1C=CC([P]([Pd]([P](C2C=CC=CC=2)(C2C=CC=CC=2)C2C=CC=CC=2)([P](C2C=CC=CC=2)(C2C=CC=CC=2)C2C=CC=CC=2)[P](C2C=CC=CC=2)(C2C=CC=CC=2)C2C=CC=CC=2)(C2C=CC=CC=2)C2C=CC=CC=2)=CC=1.O1CCOCC1. The product is [CH3:41][C:36]([N:33]1[CH2:32][CH2:31][N:30]([CH2:29][C:27]2[S:28][C:8]3[C:7]([N:1]4[CH2:6][CH2:5][O:4][CH2:3][CH2:2]4)=[N:12][C:11]([C:51]4[C:52]5[C:53](=[CH:54][N:55]=[CH:56][CH:57]=5)[NH:49][CH:50]=4)=[N:10][C:9]=3[CH:26]=2)[CH2:35][CH2:34]1)([CH3:40])[C:37]([NH2:39])=[O:38]. The yield is 0.100. (3) The reactants are [CH3:1][N:2]([CH3:20])[C:3]1[N:8]=[CH:7][C:6]([C:9]2[N:13]3[CH:14]=[CH:15][CH:16]=[CH:17][C:12]3=[N:11][C:10]=2[CH:18]=O)=[CH:5][CH:4]=1.[CH3:21][NH:22][C@@H:23]1[C:32]2[N:31]=[CH:30][CH:29]=[CH:28][C:27]=2[CH2:26][CH2:25][CH2:24]1.CN(CC1N=C2C=CC=CN2C=1C1C=CN=CC=1)[C@@H]1C2N=CC=CC=2CCC1. No catalyst specified. The product is [CH3:1][N:2]([CH3:20])[C:3]1[N:8]=[CH:7][C:6]([C:9]2[N:13]3[CH:14]=[CH:15][CH:16]=[CH:17][C:12]3=[N:11][C:10]=2[CH2:18][N:22]([CH3:21])[C@@H:23]2[C:32]3[N:31]=[CH:30][CH:29]=[CH:28][C:27]=3[CH2:26][CH2:25][CH2:24]2)=[CH:5][CH:4]=1. The yield is 0.910.